This data is from Reaction yield outcomes from USPTO patents with 853,638 reactions. The task is: Predict the reaction yield, written as a fraction of the theoretical maximum amount of product (1.0 means a 100% yield; for example, 0.34 means a 34% yield). (1) The reactants are Cl.[Cl:2][C:3]1[CH:4]=[C:5]([C:9]2[O:10][C:11]3[CH2:16][CH2:15][NH:14][CH2:13][C:12]=3[N:17]=2)[CH:6]=[CH:7][CH:8]=1.F[B-](F)(F)F.C([PH+](C(C)(C)C)C(C)(C)C)(C)(C)C.I[C:37]1[CH:38]=[N:39][CH:40]=[CH:41][CH:42]=1.CC(C)([O-])C.[Na+]. The catalyst is C1(C)C=CC=CC=1.C1C=CC(/C=C/C(/C=C/C2C=CC=CC=2)=O)=CC=1.C1C=CC(/C=C/C(/C=C/C2C=CC=CC=2)=O)=CC=1.C1C=CC(/C=C/C(/C=C/C2C=CC=CC=2)=O)=CC=1.[Pd].[Pd]. The product is [Cl:2][C:3]1[CH:4]=[C:5]([C:9]2[O:10][C:11]3[CH2:16][CH2:15][N:14]([C:37]4[CH:38]=[N:39][CH:40]=[CH:41][CH:42]=4)[CH2:13][C:12]=3[N:17]=2)[CH:6]=[CH:7][CH:8]=1. The yield is 0.250. (2) The reactants are Cl[C:2]1[CH:7]=[C:6]([C:8]([F:11])([F:10])[F:9])[CH:5]=[CH:4][N:3]=1.C([O-])([O-])=O.[K+].[K+].O1CCO[CH2:20][CH2:19]1.N#N. The catalyst is C1C=CC(P(C2C=CC=CC=2)[C-]2C=CC=C2)=CC=1.C1C=CC(P(C2C=CC=CC=2)[C-]2C=CC=C2)=CC=1.Cl[Pd]Cl.[Fe+2].O. The product is [F:9][C:8]([F:11])([F:10])[C:6]1[CH:5]=[CH:4][N:3]=[C:2]([CH:19]=[CH2:20])[CH:7]=1. The yield is 0.474. (3) The reactants are [CH:1](=O)[C:2]1[CH:7]=[CH:6][CH:5]=[CH:4][CH:3]=1.[CH2:9]([NH2:13])[C:10](=[CH2:12])[CH3:11].[O-]S([O-])(=O)=O.[Mg+2].[BH4-].[Na+]. The product is [CH2:1]([NH:13][CH2:9][C:10]([CH3:12])=[CH2:11])[C:2]1[CH:7]=[CH:6][CH:5]=[CH:4][CH:3]=1. The yield is 0.920. The catalyst is C1COCC1. (4) The reactants are [CH3:1][O:2][C:3]1[CH:4]=[C:5]([NH:15][C:16]2[N:20]=[C:19]([NH2:21])[NH:18][N:17]=2)[CH:6]=[CH:7][C:8]=1[N:9]1[CH:13]=[C:12]([CH3:14])[N:11]=[CH:10]1.[CH3:22][C:23]1[CH:24]=[C:25]([CH:35]=[CH:36][CH:37]=1)[C:26](/[C:28](=[CH:31]/N(C)C)/[C:29]#[N:30])=O. The catalyst is C(O)(=O)C. The product is [CH3:1][O:2][C:3]1[CH:4]=[C:5]([NH:15][C:16]2[N:20]=[C:19]3[N:21]=[CH:31][C:28]([C:29]#[N:30])=[C:26]([C:25]4[CH:24]=[C:23]([CH3:22])[CH:37]=[CH:36][CH:35]=4)[N:18]3[N:17]=2)[CH:6]=[CH:7][C:8]=1[N:9]1[CH:13]=[C:12]([CH3:14])[N:11]=[CH:10]1. The yield is 0.230. (5) The reactants are [F:1][C:2]1[CH:3]=[C:4]([CH:7]=[CH:8][C:9]=1[OH:10])[CH:5]=[O:6].C(=O)([O-])[O-].[K+].[K+].Br[CH2:18][C:19]1[CH:24]=[CH:23][C:22]([C:25]([F:28])([F:27])[F:26])=[CH:21][C:20]=1[C:29]([F:32])([F:31])[F:30].O. The catalyst is CN(C=O)C. The product is [F:30][C:29]([F:31])([F:32])[C:20]1[CH:21]=[C:22]([C:25]([F:28])([F:26])[F:27])[CH:23]=[CH:24][C:19]=1[CH2:18][O:10][C:9]1[CH:8]=[CH:7][C:4]([CH:5]=[O:6])=[CH:3][C:2]=1[F:1]. The yield is 0.990. (6) The reactants are CO[C:3](=[O:13])[C:4]1[CH:12]=[CH:11][C:7]([C:8]([O-])=O)=[CH:6][CH:5]=1.[CH3:14][C:15]([CH3:20])([CH3:19])[CH2:16][CH2:17][NH2:18].O.OC1C2N=N[NH:28]C=2C=CC=1. The catalyst is CN(C=O)C.C(OCC)(=O)C. The product is [C:8]([C:7]1[CH:6]=[CH:5][C:4]([C:3]([NH:18][CH2:17][CH2:16][C:15]([CH3:20])([CH3:19])[CH3:14])=[O:13])=[CH:12][CH:11]=1)#[N:28]. The yield is 0.920. (7) The reactants are [OH:1][C@H:2]1[CH2:7][CH2:6][C@H:5]([NH:8][C:9](=[O:15])[O:10][C:11]([CH3:14])([CH3:13])[CH3:12])[CH2:4][CH2:3]1.[H-].[Na+].[CH2:18]1OCCOCCOCCOCCOC1.IC. The catalyst is O1CCCC1.CO. The product is [CH3:18][O:1][C@H:2]1[CH2:7][CH2:6][C@H:5]([NH:8][C:9](=[O:15])[O:10][C:11]([CH3:12])([CH3:14])[CH3:13])[CH2:4][CH2:3]1. The yield is 0.670.